This data is from Peptide-MHC class I binding affinity with 185,985 pairs from IEDB/IMGT. The task is: Regression. Given a peptide amino acid sequence and an MHC pseudo amino acid sequence, predict their binding affinity value. This is MHC class I binding data. (1) The peptide sequence is NALEKALRW. The MHC is HLA-A02:19 with pseudo-sequence HLA-A02:19. The binding affinity (normalized) is 0.0847. (2) The peptide sequence is ALFPIIWAL. The MHC is BoLA-HD6 with pseudo-sequence YHTTYREISENWYEANLYLEYEYYSMAAFNYTWY. The binding affinity (normalized) is 0.549. (3) The binding affinity (normalized) is 0.380. The peptide sequence is TFIMLEGETK. The MHC is HLA-A31:01 with pseudo-sequence HLA-A31:01. (4) The peptide sequence is FLHPKHWGT. The MHC is HLA-B08:01 with pseudo-sequence HLA-B08:01. The binding affinity (normalized) is 0.477. (5) The peptide sequence is SSARYDVAL. The MHC is HLA-A02:03 with pseudo-sequence HLA-A02:03. The binding affinity (normalized) is 0.0847. (6) The peptide sequence is HLECRTFFL. The MHC is HLA-A02:01 with pseudo-sequence HLA-A02:01. The binding affinity (normalized) is 0.574. (7) The peptide sequence is IIFLFILLL. The binding affinity (normalized) is 0.321. The MHC is HLA-A02:02 with pseudo-sequence HLA-A02:02.